From a dataset of Catalyst prediction with 721,799 reactions and 888 catalyst types from USPTO. Predict which catalyst facilitates the given reaction. (1) Product: [OH:20][NH:19][C:1](=[NH:2])[CH2:3][N:4]1[CH2:9][CH2:8][N:7]([C:10]([O:12][C:13]([CH3:15])([CH3:14])[CH3:16])=[O:11])[C@H:6]([CH3:17])[CH2:5]1. Reactant: [C:1]([CH2:3][N:4]1[CH2:9][CH2:8][N:7]([C:10]([O:12][C:13]([CH3:16])([CH3:15])[CH3:14])=[O:11])[C@H:6]([CH3:17])[CH2:5]1)#[N:2].Cl.[NH2:19][OH:20].CN(C)C(=N)N(C)C.CCOC(C)=O. The catalyst class is: 5. (2) Reactant: [F:1][C:2]1[CH:19]=[CH:18][C:5]([CH2:6][CH:7]2[CH2:12][CH2:11][N:10]([C:13](=[O:17])[C:14]([OH:16])=O)[CH2:9][CH2:8]2)=[CH:4][CH:3]=1.[N+:20]([C:23]1[CH:29]=[CH:28][C:26]([NH2:27])=[CH:25][CH:24]=1)([O-:22])=[O:21]. Product: [F:1][C:2]1[CH:3]=[CH:4][C:5]([CH2:6][CH:7]2[CH2:8][CH2:9][N:10]([C:13](=[O:17])[C:14]([NH:27][C:26]3[CH:28]=[CH:29][C:23]([N+:20]([O-:22])=[O:21])=[CH:24][CH:25]=3)=[O:16])[CH2:11][CH2:12]2)=[CH:18][CH:19]=1. The catalyst class is: 27. (3) Reactant: [CH3:1][C:2]1[N:6]=[C:5]([C:7]2[CH:12]=[CH:11][C:10]([NH:13][C:14]([NH2:16])=[S:15])=[CH:9][CH:8]=2)[S:4][N:3]=1.Br[CH:18]1[CH2:23][CH2:22][CH2:21][CH:20]([C:24]2[CH:29]=[CH:28][CH:27]=[CH:26][CH:25]=2)[C:19]1=O. Product: [CH3:1][C:2]1[N:6]=[C:5]([C:7]2[CH:8]=[CH:9][C:10]([NH:13][C:14]3[S:15][C:26]4[CH2:27][CH2:28][CH2:29][CH:24]([C:20]5[CH:21]=[CH:22][CH:23]=[CH:18][CH:19]=5)[C:25]=4[N:16]=3)=[CH:11][CH:12]=2)[S:4][N:3]=1. The catalyst class is: 8. (4) Reactant: [CH2:1]([C:5]1[N:6]=[C:7]([CH3:27])[NH:8][C:9](=[O:26])[C:10]=1[CH2:11][C:12]1[CH:17]=[CH:16][C:15]([C:18]2[C:19]([C:24]#[N:25])=[CH:20][CH:21]=[CH:22][CH:23]=2)=[CH:14][CH:13]=1)[CH2:2][CH2:3][CH3:4].[H-].[Na+].CN(C)C=O.Br[CH2:36][C:37]1[CH:42]=[CH:41][CH:40]=[C:39]([F:43])[CH:38]=1. Product: [CH2:1]([C:5]1[N:6]=[C:7]([CH3:27])[N:8]([CH2:36][C:37]2[CH:42]=[CH:41][CH:40]=[C:39]([F:43])[CH:38]=2)[C:9](=[O:26])[C:10]=1[CH2:11][C:12]1[CH:17]=[CH:16][C:15]([C:18]2[C:19]([C:24]#[N:25])=[CH:20][CH:21]=[CH:22][CH:23]=2)=[CH:14][CH:13]=1)[CH2:2][CH2:3][CH3:4]. The catalyst class is: 13.